Dataset: Full USPTO retrosynthesis dataset with 1.9M reactions from patents (1976-2016). Task: Predict the reactants needed to synthesize the given product. (1) Given the product [C:1]([O:5][C:6](=[O:15])[NH:7][CH:8]1[CH2:13][CH2:12][CH2:11][CH:10]([OH:14])[CH2:9]1)([CH3:4])([CH3:2])[CH3:3], predict the reactants needed to synthesize it. The reactants are: [C:1]([O:5][C:6](=[O:15])[NH:7][CH:8]1[CH2:13][CH2:12][CH2:11][C:10](=[O:14])[CH2:9]1)([CH3:4])([CH3:3])[CH3:2].C[Li].[Cl-].N. (2) Given the product [F:25][C:12]1[C:13]([NH:15][CH2:16][CH:17]2[CH2:22][CH:21]([C:23]#[N:24])[CH2:20][CH2:19][O:18]2)=[N:14][C:9]([OH:8])=[CH:10][CH:11]=1, predict the reactants needed to synthesize it. The reactants are: C([O:8][C:9]1[N:14]=[C:13]([NH:15][CH2:16][CH:17]2[CH2:22][CH:21]([C:23]#[N:24])[CH2:20][CH2:19][O:18]2)[C:12]([F:25])=[CH:11][CH:10]=1)C1C=CC=CC=1.C([O-])=O.[NH4+]. (3) Given the product [CH2:1]([O:8][C:9]1[CH:10]=[C:11]([CH:18]=[CH:19][CH:20]=1)[CH2:12][C:13]([CH2:24][CH2:25][C:26]([F:29])([F:28])[F:27])([C:16]#[N:17])[C:14]#[N:15])[C:2]1[CH:3]=[CH:4][CH:5]=[CH:6][CH:7]=1, predict the reactants needed to synthesize it. The reactants are: [CH2:1]([O:8][C:9]1[CH:10]=[C:11]([CH:18]=[CH:19][CH:20]=1)[CH2:12][CH:13]([C:16]#[N:17])[C:14]#[N:15])[C:2]1[CH:7]=[CH:6][CH:5]=[CH:4][CH:3]=1.[H-].[Na+].Br[CH2:24][CH2:25][C:26]([F:29])([F:28])[F:27]. (4) Given the product [Br:1][C:2]1[CH:3]=[CH:4][C:5]([CH2:6][CH:7]2[C:16]3[C:11](=[CH:12][C:13]([OH:17])=[CH:14][CH:15]=3)[CH2:10][CH2:9][N:8]2[C:19]2[CH:24]=[CH:23][CH:22]=[CH:21][CH:20]=2)=[CH:25][CH:26]=1, predict the reactants needed to synthesize it. The reactants are: [Br:1][C:2]1[CH:26]=[CH:25][C:5]([CH2:6][CH:7]2[C:16]3[C:11](=[CH:12][C:13]([O:17]C)=[CH:14][CH:15]=3)[CH2:10][CH2:9][N:8]2[C:19]2[CH:24]=[CH:23][CH:22]=[CH:21][CH:20]=2)=[CH:4][CH:3]=1.B(Br)(Br)Br.O.C(=O)(O)[O-].[Na+].